Predict which catalyst facilitates the given reaction. From a dataset of Catalyst prediction with 721,799 reactions and 888 catalyst types from USPTO. (1) The catalyst class is: 82. Reactant: [CH2:1]([O:3][C:4](=[O:12])[C:5]1[CH:10]=[CH:9][C:8]([I:11])=[CH:7][CH:6]=1)[CH3:2].[N+:13]([O-])([OH:15])=[O:14]. Product: [I:11][C:8]1[CH:9]=[CH:10][C:5]([C:4]([O:3][CH2:1][CH3:2])=[O:12])=[CH:6][C:7]=1[N+:13]([O-:15])=[O:14]. (2) Reactant: [NH2:1][C:2]1[CH:3]=[C:4]2[C:9](=[CH:10][CH:11]=1)[CH2:8][N:7]([CH2:12][CH2:13][NH:14][C:15](=[O:17])[CH3:16])[CH2:6][CH2:5]2.[CH3:18][N:19]([CH3:29])[C:20]1[CH:28]=[CH:27][CH:26]=[CH:25][C:21]=1[C:22](O)=[O:23].ON1C2C=CC=CC=2N=N1.Cl.CN(C)CCCN=C=NCC. Product: [C:15]([NH:14][CH2:13][CH2:12][N:7]1[CH2:6][CH2:5][C:4]2[C:9](=[CH:10][CH:11]=[C:2]([NH:1][C:22](=[O:23])[C:21]3[CH:25]=[CH:26][CH:27]=[CH:28][C:20]=3[N:19]([CH3:18])[CH3:29])[CH:3]=2)[CH2:8]1)(=[O:17])[CH3:16]. The catalyst class is: 289. (3) Reactant: [CH:1]1([NH:6][C:7]2[C:8]3[N:9]([C:13]([C:23]4[CH:28]=[CH:27][N:26]=[C:25]([NH:29][CH:30]5[CH2:34][CH2:33][CH2:32][CH2:31]5)[N:24]=4)=[C:14]([C:16]4[CH:21]=[CH:20][C:19]([OH:22])=[CH:18][CH:17]=4)[N:15]=3)[CH:10]=[CH:11][CH:12]=2)[CH2:5][CH2:4][CH2:3][CH2:2]1.[CH2:35](Br)[CH:36]=[CH2:37].C(=O)([O-])[O-].[Cs+].[Cs+].O. Product: [CH2:37]([O:22][C:19]1[CH:18]=[CH:17][C:16]([C:14]2[N:15]=[C:8]3[C:7]([NH:6][CH:1]4[CH2:5][CH2:4][CH2:3][CH2:2]4)=[CH:12][CH:11]=[CH:10][N:9]3[C:13]=2[C:23]2[CH:28]=[CH:27][N:26]=[C:25]([NH:29][CH:30]3[CH2:34][CH2:33][CH2:32][CH2:31]3)[N:24]=2)=[CH:21][CH:20]=1)[CH:36]=[CH2:35]. The catalyst class is: 9. (4) Reactant: CC(C)=O.[CH3:5][C:6]([CH3:50])=[CH:7][CH2:8][CH2:9]/[C:10](/[CH3:49])=[CH:11]/[CH2:12][CH2:13]/[C:14](/[CH3:48])=[CH:15]/[CH2:16][CH2:17]/[C:18](/[CH3:47])=[CH:19]/[CH2:20][CH2:21]/[C:22](/[CH3:46])=[CH:23]/[CH2:24][CH2:25]/[C:26](/[CH3:45])=[CH:27]/[CH2:28][CH2:29]/[C:30](/[CH3:44])=[CH:31]/[CH2:32][CH2:33]/[C:34](/[CH3:43])=[CH:35]/[CH2:36][CH2:37]/[C:38](/[CH3:42])=[CH:39]/[CH2:40]Br.[C:51]([O:57]CC)(=[O:56])[CH2:52]C(C)=O.[Na]. Product: [CH3:5][C:6]([CH3:50])=[CH:7][CH2:8][CH2:9]/[C:10](/[CH3:49])=[CH:11]/[CH2:12][CH2:13]/[C:14](/[CH3:48])=[CH:15]/[CH2:16][CH2:17]/[C:18](/[CH3:47])=[CH:19]/[CH2:20][CH2:21]/[C:22](/[CH3:46])=[CH:23]/[CH2:24][CH2:25]/[C:26](/[CH3:45])=[CH:27]/[CH2:28][CH2:29]/[C:30](/[CH3:44])=[CH:31]/[CH2:32][CH2:33]/[C:34](/[CH3:43])=[CH:35]/[CH2:36][CH2:37]/[C:38](/[CH3:42])=[CH:39]/[CH2:40][O:57][C:51]([CH3:52])=[O:56]. The catalyst class is: 8. (5) Reactant: [NH2:1][C:2]1[C:11]([C:12]([O:14][CH3:15])=[O:13])=[C:10]2[C:5]([CH:6]3[CH2:16][CH:7]3[CH2:8][O:9]2)=[CH:4][CH:3]=1.[CH2:17]([N:19]1[CH2:23][CH2:22][C@H:21]([CH2:24][C:25]2[CH:30]=[C:29]([F:31])[CH:28]=[CH:27][C:26]=2[S:32](Cl)(=[O:34])=[O:33])[CH2:20]1)[CH3:18]. Product: [CH2:17]([N:19]1[CH2:23][CH2:22][C@H:21]([CH2:24][C:25]2[CH:30]=[C:29]([F:31])[CH:28]=[CH:27][C:26]=2[S:32]([NH:1][C:2]2[C:11]([C:12]([O:14][CH3:15])=[O:13])=[C:10]3[C:5]([C@@H:6]4[CH2:16][C@@H:7]4[CH2:8][O:9]3)=[CH:4][CH:3]=2)(=[O:33])=[O:34])[CH2:20]1)[CH3:18]. The catalyst class is: 202. (6) Reactant: [Si]([O:8][CH2:9][CH2:10][O:11][C:12]1[CH:17]=[CH:16][C:15]([C:18]23[N:30]([C:31]([C:33]4[C:34]([CH3:38])=[N:35][O:36][CH:37]=4)=[O:32])[CH2:29][CH2:28][N:19]2[C:20](=[O:27])[C:21]2[N:22]([CH:24]=[CH:25][CH:26]=2)[CH2:23]3)=[CH:14][CH:13]=1)(C(C)(C)C)(C)C.C(O)(=O)C.C1COCC1.O. Product: [OH:8][CH2:9][CH2:10][O:11][C:12]1[CH:13]=[CH:14][C:15]([C:18]23[N:30]([C:31]([C:33]4[C:34]([CH3:38])=[N:35][O:36][CH:37]=4)=[O:32])[CH2:29][CH2:28][N:19]2[C:20](=[O:27])[C:21]2[N:22]([CH:24]=[CH:25][CH:26]=2)[CH2:23]3)=[CH:16][CH:17]=1. The catalyst class is: 2.